Dataset: Catalyst prediction with 721,799 reactions and 888 catalyst types from USPTO. Task: Predict which catalyst facilitates the given reaction. (1) Reactant: [Br:1][C:2]1[CH:3]=[C:4]2[C:8](=[C:9]([CH:11]([O:13][CH2:14][C:15]3([C:21]4[CH:26]=[CH:25][C:24]([F:27])=[CH:23][CH:22]=4)[CH2:20][CH2:19][NH:18][CH2:17][CH2:16]3)[CH3:12])[CH:10]=1)[NH:7][N:6]=[CH:5]2.[C:28]([BH3-])#N.[Na+].C=O.O.C(OCC)C. Product: [Br:1][C:2]1[CH:3]=[C:4]2[C:8](=[C:9]([CH:11]([O:13][CH2:14][C:15]3([C:21]4[CH:26]=[CH:25][C:24]([F:27])=[CH:23][CH:22]=4)[CH2:20][CH2:19][N:18]([CH3:28])[CH2:17][CH2:16]3)[CH3:12])[CH:10]=1)[NH:7][N:6]=[CH:5]2. The catalyst class is: 477. (2) Product: [CH2:1]([O:3][C:4](=[O:68])[CH2:5][CH2:6][C@H:7]([CH3:67])[C@@H:8]([O:57][CH2:58][C:59]1[CH:64]=[CH:63][C:62]([O:65][CH3:66])=[CH:61][CH:60]=1)[C@@H:9]([CH3:56])[CH:10]=[CH:11][C@@H:12]([O:48][Si:49]([C:52]([CH3:53])([CH3:54])[CH3:55])([CH3:50])[CH3:51])[CH2:13][C@H:14]([O:40][Si:41]([C:44]([CH3:47])([CH3:46])[CH3:45])([CH3:42])[CH3:43])[C@H:15]([CH3:39])[CH:16]=[CH:17][CH2:18][O:19][C:20]([C:21]1[CH:22]=[CH:23][CH:24]=[CH:25][CH:26]=1)([C:27]1[CH:28]=[CH:29][CH:30]=[CH:31][CH:32]=1)[C:33]1[CH:38]=[CH:37][CH:36]=[CH:35][CH:34]=1)[CH3:2]. Reactant: [CH2:1]([O:3][C:4](=[O:68])[CH:5]=[CH:6][C@H:7]([CH3:67])[C@H:8]([O:57][CH2:58][C:59]1[CH:64]=[CH:63][C:62]([O:65][CH3:66])=[CH:61][CH:60]=1)[C@@H:9]([CH3:56])[CH:10]=[CH:11][C@@H:12]([O:48][Si:49]([C:52]([CH3:55])([CH3:54])[CH3:53])([CH3:51])[CH3:50])[CH2:13][C@H:14]([O:40][Si:41]([C:44]([CH3:47])([CH3:46])[CH3:45])([CH3:43])[CH3:42])[C@H:15]([CH3:39])[CH:16]=[CH:17][CH2:18][O:19][C:20]([C:33]1[CH:38]=[CH:37][CH:36]=[CH:35][CH:34]=1)([C:27]1[CH:32]=[CH:31][CH:30]=[CH:29][CH:28]=1)[C:21]1[CH:26]=[CH:25][CH:24]=[CH:23][CH:22]=1)[CH3:2].[BH4-].[Na+]. The catalyst class is: 92. (3) Product: [OH:23][CH2:56][CH2:55][CH2:54][O:53][C:52]1[CH:58]=[CH:59][C:49]([CH2:48][NH:47][C:12]([C:7]2[S:8][C:9]([CH3:11])=[C:10]3[C:6]=2[CH2:5][C@H:4]2[C:2]([CH3:1])([CH3:15])[C@H:3]23)=[O:14])=[C:50]([O:60][CH3:61])[CH:51]=1. The catalyst class is: 3. Reactant: [CH3:1][C:2]1([CH3:15])[C@@H:4]2[CH2:5][C:6]3[C:10]([C@H:3]12)=[C:9]([CH3:11])[S:8][C:7]=3[C:12]([OH:14])=O.CN(C([O:23]N1N=NC2C=CC=CC1=2)=[N+](C)C)C.[B-](F)(F)(F)F.C(N(C(C)C)C(C)C)C.[NH2:47][CH2:48][C:49]1[CH:59]=[CH:58][C:52]([O:53][CH:54](O)[CH2:55][CH3:56])=[CH:51][C:50]=1[O:60][CH3:61]. (4) Reactant: [CH2:1]1[C:7]2=[C:8]3[C:12](=[CH:13][CH:14]=[C:6]2[O:5][CH2:4][CH2:3][N:2]1C(OC(C)(C)C)=O)[NH:11][CH:10]=[CH:9]3.[H-].[Na+].CN(C=O)C.[F:29][C:30]([F:42])([F:41])[C:31]1[CH:36]=[CH:35][CH:34]=[CH:33][C:32]=1[S:37](Cl)(=[O:39])=[O:38]. Product: [F:42][C:30]([F:29])([F:41])[C:31]1[CH:36]=[CH:35][CH:34]=[CH:33][C:32]=1[S:37]([N:11]1[C:12]2[C:8](=[C:7]3[CH2:1][NH:2][CH2:3][CH2:4][O:5][C:6]3=[CH:14][CH:13]=2)[CH:9]=[CH:10]1)(=[O:38])=[O:39]. The catalyst class is: 547. (5) Reactant: [CH:1]1[C:10]2[C:5](=[CH:6][CH:7]=[CH:8][CH:9]=2)[CH:4]=[CH:3][C:2]=1[C:11]1[CH:18]=[CH:17][CH:16]=[CH:15][C:12]=1[CH2:13]Cl.Cl.[O:20]=[C:21]1[C:26]([C:27]([O:29][CH3:30])=[O:28])=[CH:25][CH:24]=[CH:23][NH:22]1.[H-].[Na+]. Product: [CH:1]1[C:10]2[C:5](=[CH:6][CH:7]=[CH:8][CH:9]=2)[CH:4]=[CH:3][C:2]=1[C:11]1[CH:18]=[CH:17][CH:16]=[CH:15][C:12]=1[CH2:13][N:22]1[CH:23]=[CH:24][CH:25]=[C:26]([C:27]([O:29][CH3:30])=[O:28])[C:21]1=[O:20]. The catalyst class is: 3. (6) Reactant: [CH3:1][NH:2][C:3]1[CH:8]=[CH:7][C:6]([C:9]2[N:13]=[CH:12][N:11]([C:14]3[CH:19]=[CH:18][C:17]([O:20][C:21]([F:24])([F:23])[F:22])=[CH:16][CH:15]=3)[N:10]=2)=[CH:5][CH:4]=1.Cl[C:26]([O:28][C:29]1[CH:34]=[CH:33][C:32]([N+:35]([O-:37])=[O:36])=[CH:31][CH:30]=1)=[O:27]. Product: [N+:35]([C:32]1[CH:33]=[CH:34][C:29]([O:28][C:26](=[O:27])[N:2]([CH3:1])[C:3]2[CH:8]=[CH:7][C:6]([C:9]3[N:13]=[CH:12][N:11]([C:14]4[CH:19]=[CH:18][C:17]([O:20][C:21]([F:22])([F:24])[F:23])=[CH:16][CH:15]=4)[N:10]=3)=[CH:5][CH:4]=2)=[CH:30][CH:31]=1)([O-:37])=[O:36]. The catalyst class is: 1. (7) Reactant: [Cl:1][C:2]1[CH:26]=[CH:25][C:5]([O:6][CH2:7][C:8]([N:10]2[CH2:15][CH2:14][N:13]([CH2:16][C:17]3[CH:22]=[CH:21][C:20]([F:23])=[CH:19][CH:18]=3)[CH2:12][C@H:11]2[CH3:24])=[O:9])=[C:4]([N+:27]([O-])=O)[CH:3]=1.[H][H]. The catalyst class is: 865. Product: [NH2:27][C:4]1[CH:3]=[C:2]([Cl:1])[CH:26]=[CH:25][C:5]=1[O:6][CH2:7][C:8]([N:10]1[CH2:15][CH2:14][N:13]([CH2:16][C:17]2[CH:22]=[CH:21][C:20]([F:23])=[CH:19][CH:18]=2)[CH2:12][C@H:11]1[CH3:24])=[O:9].